Task: Predict the product of the given reaction.. Dataset: Forward reaction prediction with 1.9M reactions from USPTO patents (1976-2016) (1) Given the reactants [OH:1][CH2:2][CH2:3][N:4]1[CH2:8][CH2:7][NH:6][C:5]1=[O:9].CCN(CC)CC.[CH3:17][S:18](Cl)(=[O:20])=[O:19], predict the reaction product. The product is: [CH3:17][S:18]([O:1][CH2:2][CH2:3][N:4]1[CH2:8][CH2:7][NH:6][C:5]1=[O:9])(=[O:20])=[O:19]. (2) Given the reactants [F:1][C:2]([F:24])([F:23])[O:3][C:4]1[CH:22]=[CH:21][CH:20]=[CH:19][C:5]=1[C:6]([NH:8][C:9]1[S:10][CH:11]=[C:12]([C:14]([O:16]CC)=[O:15])[N:13]=1)=[O:7].[OH-].[Na+], predict the reaction product. The product is: [F:24][C:2]([F:1])([F:23])[O:3][C:4]1[CH:22]=[CH:21][CH:20]=[CH:19][C:5]=1[C:6]([NH:8][C:9]1[S:10][CH:11]=[C:12]([C:14]([OH:16])=[O:15])[N:13]=1)=[O:7]. (3) Given the reactants [C:1]([N:4]1[CH2:9][CH2:8][N:7]([CH2:10][CH2:11][N:12]([C:20]#[CH:21])[C:13](=[O:19])[O:14][C:15]([CH3:18])([CH3:17])[CH3:16])[CH2:6][CH2:5]1)(=[O:3])[CH3:2].CCCC[N+](CCCC)(CCCC)CCCC.[F-].[N:40]([CH2:43][C:44]1[CH:49]=[CH:48][C:47]([Cl:50])=[C:46]([Cl:51])[CH:45]=1)=[N+:41]=[N-:42].CCN(C(C)C)C(C)C, predict the reaction product. The product is: [C:1]([N:4]1[CH2:5][CH2:6][N:7]([CH2:10][CH2:11][N:12]([C:20]2[N:42]=[N:41][N:40]([CH2:43][C:44]3[CH:49]=[CH:48][C:47]([Cl:50])=[C:46]([Cl:51])[CH:45]=3)[CH:21]=2)[C:13](=[O:19])[O:14][C:15]([CH3:16])([CH3:17])[CH3:18])[CH2:8][CH2:9]1)(=[O:3])[CH3:2]. (4) Given the reactants [Br:1][C:2]1[CH:7]=[C:6]([O:8]CC2C=CC(OC)=CC=2)[CH:5]=[C:4]([S:18]([CH3:21])(=[O:20])=[O:19])[CH:3]=1, predict the reaction product. The product is: [Br:1][C:2]1[CH:7]=[C:6]([OH:8])[CH:5]=[C:4]([S:18]([CH3:21])(=[O:19])=[O:20])[CH:3]=1. (5) Given the reactants Cl[C:2]1[CH:3]=[CH:4][C:5]2[N:6]([C:8]([C:11]3[O:19][C:18]4[CH:17]=[CH:16][N:15]=[CH:14][C:13]=4[CH:12]=3)=[CH:9][N:10]=2)[N:7]=1.[CH3:20][NH:21][CH2:22][CH:23]([C:25]1[CH:30]=[CH:29][CH:28]=[CH:27][CH:26]=1)[OH:24].C(N(CC)C(C)C)(C)C, predict the reaction product. The product is: [O:19]1[C:18]2[CH:17]=[CH:16][N:15]=[CH:14][C:13]=2[CH:12]=[C:11]1[C:8]1[N:6]2[N:7]=[C:2]([N:21]([CH3:20])[CH2:22][CH:23]([C:25]3[CH:30]=[CH:29][CH:28]=[CH:27][CH:26]=3)[OH:24])[CH:3]=[CH:4][C:5]2=[N:10][CH:9]=1. (6) Given the reactants [I:1]I.[NH2:3][C:4]1[CH:11]=[CH:10][C:7]([C:8]#[N:9])=[CH:6][CH:5]=1, predict the reaction product. The product is: [NH2:3][C:4]1[CH:11]=[CH:10][C:7]([C:8]#[N:9])=[CH:6][C:5]=1[I:1]. (7) Given the reactants C(OC(C1OC(Cl)=NC=1)=O)C.[O:12]=[C:13]1[NH:17][CH:16]=[C:15]([C:18]([OH:20])=O)[O:14]1.[NH2:21][CH2:22][CH2:23][CH:24]1[CH2:29][CH2:28][N:27]([C:30]([O:32][C:33]([CH3:36])([CH3:35])[CH3:34])=[O:31])[CH2:26][CH2:25]1, predict the reaction product. The product is: [O:12]=[C:13]1[NH:17][CH:16]=[C:15]([C:18]([NH:21][CH2:22][CH2:23][CH:24]2[CH2:25][CH2:26][N:27]([C:30]([O:32][C:33]([CH3:36])([CH3:35])[CH3:34])=[O:31])[CH2:28][CH2:29]2)=[O:20])[O:14]1. (8) Given the reactants [CH3:1][O:2][C:3]([N:5]1[C:11]2[CH:12]=[CH:13][CH:14]=[CH:15][C:10]=2[CH2:9][N:8]2[C:16]([C:19]([OH:21])=O)=[CH:17][CH:18]=[C:7]2[CH2:6]1)=[O:4].[NH2:22][CH2:23][C:24]1[CH:25]=[N:26][CH:27]=[CH:28][CH:29]=1, predict the reaction product. The product is: [CH3:1][O:2][C:3]([N:5]1[C:11]2[CH:12]=[CH:13][CH:14]=[CH:15][C:10]=2[CH2:9][N:8]2[C:16]([C:19]([NH:22][CH2:23][C:24]3[CH:25]=[N:26][CH:27]=[CH:28][CH:29]=3)=[O:21])=[CH:17][CH:18]=[C:7]2[CH2:6]1)=[O:4]. (9) Given the reactants [CH2:1]([O:8][C:9]1[CH:14]=[CH:13][CH:12]=[C:11]([N+:15]([O-:17])=[O:16])[C:10]=1[NH2:18])[C:2]1[CH:7]=[CH:6][CH:5]=[CH:4][CH:3]=1.[C:19](OC(=O)C)(=[O:21])[CH3:20], predict the reaction product. The product is: [CH2:1]([O:8][C:9]1[CH:14]=[CH:13][CH:12]=[C:11]([N+:15]([O-:17])=[O:16])[C:10]=1[NH:18][C:19](=[O:21])[CH3:20])[C:2]1[CH:3]=[CH:4][CH:5]=[CH:6][CH:7]=1.